Dataset: Full USPTO retrosynthesis dataset with 1.9M reactions from patents (1976-2016). Task: Predict the reactants needed to synthesize the given product. (1) Given the product [NH2:8][C@@H:9]([CH2:10][CH:11]([CH3:13])[CH3:12])[C:14]([NH:22][C:21]1[CH:20]=[C:19]([C:18]([F:30])([F:31])[F:17])[CH:25]=[C:24]([C:26]([F:27])([F:28])[F:29])[CH:23]=1)=[O:15], predict the reactants needed to synthesize it. The reactants are: C(OC([NH:8][C@H:9]([C:14](O)=[O:15])[CH2:10][CH:11]([CH3:13])[CH3:12])=O)(C)(C)C.[F:17][C:18]([F:31])([F:30])[C:19]1[CH:20]=[C:21]([CH:23]=[C:24]([C:26]([F:29])([F:28])[F:27])[CH:25]=1)[NH2:22]. (2) Given the product [CH2:43]([O:50][C:51](=[O:64])[C@H:52]([CH2:54][C:55]1[C:63]2[C:58](=[CH:59][CH:60]=[CH:61][CH:62]=2)[NH:57][CH:56]=1)[NH:53][C:13]([C@@H:9]1[CH2:10][C:11](=[O:12])[N:8]1[Si:1]([C:4]([CH3:5])([CH3:6])[CH3:7])([CH3:2])[CH3:3])=[O:15])[C:44]1[CH:49]=[CH:48][CH:47]=[CH:46][CH:45]=1, predict the reactants needed to synthesize it. The reactants are: [Si:1]([N:8]1[C:11](=[O:12])[CH2:10][CH:9]1[C:13]([OH:15])=O)([C:4]([CH3:7])([CH3:6])[CH3:5])([CH3:3])[CH3:2].C1CCC(N=C=NC2CCCCC2)CC1.FC1C(O)=C(F)C(F)=C(F)C=1F.[CH2:43]([O:50][C:51](=[O:64])[C@H:52]([CH2:54][C:55]1[C:63]2[C:58](=[CH:59][CH:60]=[CH:61][CH:62]=2)[NH:57][CH:56]=1)[NH2:53])[C:44]1[CH:49]=[CH:48][CH:47]=[CH:46][CH:45]=1. (3) The reactants are: [NH:1]1[C:9]2[C:4](=[CH:5][CH:6]=[C:7]([NH2:10])[CH:8]=2)[CH:3]=[CH:2]1.[C:11](Cl)(=[O:20])[O:12][CH2:13][C:14]1[CH:19]=[CH:18][CH:17]=[CH:16][CH:15]=1.C(=O)([O-])[O-].[K+].[K+].C(OCC)(=O)C.CCCCCC. Given the product [NH:1]1[C:9]2[C:4](=[CH:5][CH:6]=[C:7]([NH:10][C:11](=[O:20])[O:12][CH2:13][C:14]3[CH:19]=[CH:18][CH:17]=[CH:16][CH:15]=3)[CH:8]=2)[CH:3]=[CH:2]1, predict the reactants needed to synthesize it. (4) Given the product [ClH:28].[CH3:27][N:2]([CH3:1])[C:3]1([C:21]2[CH:22]=[CH:23][CH:24]=[CH:25][CH:26]=2)[CH2:4][CH2:5][CH:6]([CH2:9][C:10]([NH:12][CH2:13][CH2:14][C:15]2[CH:20]=[CH:19][CH:18]=[CH:17][CH:16]=2)=[O:11])[CH2:7][CH2:8]1, predict the reactants needed to synthesize it. The reactants are: [CH3:1][N:2]([CH3:27])[C:3]1([C:21]2[CH:26]=[CH:25][CH:24]=[CH:23][CH:22]=2)[CH2:8][CH2:7][CH:6]([CH2:9][C:10]([NH:12][CH2:13][CH2:14][C:15]2[CH:20]=[CH:19][CH:18]=[CH:17][CH:16]=2)=[O:11])[CH2:5][CH2:4]1.[Cl:28][Si](C)(C)C.